This data is from Blood-brain barrier permeability classification from the B3DB database. The task is: Regression/Classification. Given a drug SMILES string, predict its absorption, distribution, metabolism, or excretion properties. Task type varies by dataset: regression for continuous measurements (e.g., permeability, clearance, half-life) or binary classification for categorical outcomes (e.g., BBB penetration, CYP inhibition). Dataset: b3db_classification. (1) The compound is Nc1nc2c(ncn2CC[C@H](O)CO)c(=O)[nH]1. The result is 1 (penetrates BBB). (2) The drug is Cc1ccccc1C(=O)Nc1ccc(C(=O)N2CCCC(O)c3cc(Cl)ccc32)c(C)c1. The result is 0 (does not penetrate BBB). (3) The compound is O=[N+]([O-])O[C@H]1CO[C@@H]2[C@H](O)CO[C@@H]12. The result is 1 (penetrates BBB). (4) The compound is CCCn1ncnc1CC(NN)c1ccc(Br)cc1F. The result is 1 (penetrates BBB). (5) The compound is CCC(=O)OC1CC(=O)OC(C)C/C=C/C=C\C(O)C(C)CC(CC=O)C(O[C@@H]2O[C@H](C)[C@@H](O[C@H]3C[C@@](C)(O)[C@H](OC(=O)CC)[C@@H](C)O3)[C@H](N(C)C)[C@H]2O)C1OC. The result is 0 (does not penetrate BBB). (6) The compound is C=CC1(C)CC(OC(=O)CSC2CC3CCC(C2)N3C)C2(C)C(C)CCC3(CCC(=O)C32)C(C)C1O. The result is 0 (does not penetrate BBB).